From a dataset of Full USPTO retrosynthesis dataset with 1.9M reactions from patents (1976-2016). Predict the reactants needed to synthesize the given product. (1) Given the product [CH3:31][O:32][CH2:33][CH2:34][NH:35][C:13]([C:12]1[CH:11]=[C:10]([NH:9][NH:8][C:6]([O:5][C:1]([CH3:2])([CH3:3])[CH3:4])=[O:7])[CH:18]=[CH:17][CH:16]=1)=[O:15], predict the reactants needed to synthesize it. The reactants are: [C:1]([O:5][C:6]([NH:8][NH:9][C:10]1[CH:11]=[C:12]([CH:16]=[CH:17][CH:18]=1)[C:13]([OH:15])=O)=[O:7])([CH3:4])([CH3:3])[CH3:2].N1(C(N2C=CN=C2)=O)C=CN=C1.[CH3:31][O:32][CH2:33][CH2:34][NH2:35].Cl. (2) Given the product [Cl:28][C:29]1[CH:30]=[CH:31][C:32]2[O:36][C:35]([NH:37][C:38]3[O:11][C@:3]4([CH2:2][N:1]=3)[CH:8]3[CH2:7][CH2:6][N:5]([CH2:10][CH2:9]3)[CH2:4]4)=[N:34][C:33]=2[CH:43]=1, predict the reactants needed to synthesize it. The reactants are: [NH2:1][CH2:2][C@@:3]1([OH:11])[CH:8]2[CH2:9][CH2:10][N:5]([CH2:6][CH2:7]2)[CH2:4]1.Cl.CCN(C(C)C)C(C)C.C([O-])([O-])=O.[Cs+].[Cs+].[Cl:28][C:29]1[CH:30]=[CH:31][C:32]2[O:36][C:35]([N:37]=[C:38](SC)SC)=[N:34][C:33]=2[CH:43]=1. (3) Given the product [CH3:35][N:36]([CH3:40])[C:37](=[O:38])[NH:39][C:2]1[CH:7]=[C:6]([CH2:8][NH:9][C:10]2[CH:28]=[CH:27][CH:26]=[CH:25][C:11]=2[C:12]([NH:14][C:15]2[N:16]=[CH:17][C:18]3[C:23]([CH:24]=2)=[CH:22][CH:21]=[CH:20][CH:19]=3)=[O:13])[CH:5]=[CH:4][N:3]=1, predict the reactants needed to synthesize it. The reactants are: Br[C:2]1[CH:7]=[C:6]([CH2:8][NH:9][C:10]2[CH:28]=[CH:27][CH:26]=[CH:25][C:11]=2[C:12]([NH:14][C:15]2[N:16]=[CH:17][C:18]3[C:23]([CH:24]=2)=[CH:22][CH:21]=[CH:20][CH:19]=3)=[O:13])[CH:5]=[CH:4][N:3]=1.C(=O)([O-])[O-].[Cs+].[Cs+].[CH3:35][N:36]([CH3:40])[C:37]([NH2:39])=[O:38].CC1(C)C2C(=C(P(C3C=CC=CC=3)C3C=CC=CC=3)C=CC=2)OC2C(P(C3C=CC=CC=3)C3C=CC=CC=3)=CC=CC1=2. (4) The reactants are: [F:1][C:2]1[CH:10]=[C:9]([C:11]([F:14])([F:13])[F:12])[CH:8]=[CH:7][C:3]=1[C:4](Cl)=O.ClC1C=C(Cl)C=CC=1C1[C:28]([C:29]2[NH:30][CH:31]=[CH:32][N:33]=2)=[CH:27][N:26]=[C:25]([NH:34][CH2:35][CH2:36][NH:37][C:38]2[CH:43]=[CH:42][C:41]([N+:44]([O-:46])=[O:45])=[CH:40][N:39]=2)[N:24]=1. Given the product [F:1][C:2]1[CH:10]=[C:9]([C:11]([F:14])([F:13])[F:12])[CH:8]=[CH:7][C:3]=1[C:4]1[C:28]([C:29]2[NH:33][CH:32]=[CH:31][N:30]=2)=[CH:27][N:26]=[C:25]([NH:34][CH2:35][CH2:36][NH:37][C:38]2[CH:43]=[CH:42][C:41]([N+:44]([O-:46])=[O:45])=[CH:40][N:39]=2)[N:24]=1, predict the reactants needed to synthesize it. (5) Given the product [F:1][C:2]1[CH:18]=[CH:17][CH:16]=[CH:15][C:3]=1[CH2:4][N:5]1[C:9]2=[N:10][CH:11]=[CH:12][CH:13]=[C:8]2[C:7]([C:46]2[N:51]=[C:50]([NH2:52])[C:49]([N+:53]([O-:55])=[O:54])=[CH:48][CH:47]=2)=[N:6]1, predict the reactants needed to synthesize it. The reactants are: [F:1][C:2]1[CH:18]=[CH:17][CH:16]=[CH:15][C:3]=1[CH2:4][N:5]1[C:9]2=[N:10][CH:11]=[CH:12][CH:13]=[C:8]2[C:7](I)=[N:6]1.CCCC[Sn](CCCC)CCCC.CCCC[Sn](CCCC)CCCC.Cl[C:46]1[N:51]=[C:50]([NH2:52])[C:49]([N+:53]([O-:55])=[O:54])=[CH:48][CH:47]=1.C(=O)([O-])O.[Na+]. (6) Given the product [CH2:1]([O:3][C:4](=[O:31])[C@@H:5]([O:27][CH:28]([CH3:30])[CH3:29])[CH2:6][C:7]1[CH:12]=[CH:11][CH:10]=[C:9]([O:13][CH2:14][C@@H:15]([F:38])[CH2:16][O:17][C:18]2[CH:23]=[CH:22][C:21]([Cl:24])=[CH:20][C:19]=2[Cl:25])[CH:8]=1)[CH3:2], predict the reactants needed to synthesize it. The reactants are: [CH2:1]([O:3][C:4](=[O:31])[C@@H:5]([O:27][CH:28]([CH3:30])[CH3:29])[CH2:6][C:7]1[CH:12]=[CH:11][CH:10]=[C:9]([O:13][CH2:14][C@H:15](O)[CH2:16][O:17][C:18]2[CH:23]=[CH:22][C:21]([Cl:24])=[CH:20][C:19]=2[Cl:25])[CH:8]=1)[CH3:2].C(N(S(F)(F)[F:38])CC)C.O. (7) Given the product [Cl:11][C:12]1[CH:13]=[C:14]([C:18]2[O:1][N:2]=[C:3]([C:4]3[CH:5]=[N:6][CH:7]=[CH:8][CH:9]=3)[CH:19]=2)[CH:15]=[CH:16][CH:17]=1, predict the reactants needed to synthesize it. The reactants are: [OH:1][N:2]=[C:3](Cl)[C:4]1[CH:9]=[CH:8][CH:7]=[N:6][CH:5]=1.[Cl:11][C:12]1[CH:17]=[CH:16][CH:15]=[C:14]([C:18]#[CH:19])[CH:13]=1.N. (8) Given the product [C:1]1([S:7]([C:10]2[CH:18]=[CH:17][C:16]3[NH:15][C:14]4[CH2:27][CH:28]5[NH:32][CH:31]([C:13]=4[C:12]=3[C:11]=2[C:33]([O:35][C:36]([CH3:39])([CH3:38])[CH3:37])=[O:34])[CH2:30][CH2:29]5)(=[O:9])=[O:8])[CH:2]=[CH:3][CH:4]=[CH:5][CH:6]=1, predict the reactants needed to synthesize it. The reactants are: [C:1]1([S:7]([C:10]2[CH:18]=[CH:17][C:16]3[N:15](COCC[Si](C)(C)C)[C:14]4[CH2:27][CH:28]5[NH:32][CH:31]([C:13]=4[C:12]=3[C:11]=2[C:33]([O:35][C:36]([CH3:39])([CH3:38])[CH3:37])=[O:34])[CH2:30][CH2:29]5)(=[O:9])=[O:8])[CH:6]=[CH:5][CH:4]=[CH:3][CH:2]=1.CCCC[N+](CCCC)(CCCC)CCCC.[F-]. (9) Given the product [N:1]1[C:14]2[C:13]3[C:8](=[CH:9][CH:10]=[CH:11][N:12]=3)[C:7](=[O:26])[C:6](=[O:18])[C:5]=2[CH:4]=[CH:3][CH:2]=1, predict the reactants needed to synthesize it. The reactants are: [N:1]1[C:14]2[C:5](=[CH:6][CH:7]=[C:8]3[C:13]=2[N:12]=[CH:11][CH:10]=[CH:9]3)[CH:4]=[CH:3][CH:2]=1.[Br-].[K+].S(=O)(=O)(O)[OH:18].[N+]([O-])(O)=O.[OH-:26].[Na+]. (10) Given the product [Cl:20][C:17]1[CH:16]=[CH:15][C:14]([N:11]2[CH2:12][CH2:13][NH:8][CH2:9][CH:10]2[CH3:21])=[CH:19][CH:18]=1, predict the reactants needed to synthesize it. The reactants are: C(OC([N:8]1[CH2:13][CH2:12][N:11]([C:14]2[CH:19]=[CH:18][C:17]([Cl:20])=[CH:16][CH:15]=2)[CH:10]([CH3:21])[CH2:9]1)=O)(C)(C)C.